From a dataset of Rat liver microsome stability data. Regression/Classification. Given a drug SMILES string, predict its absorption, distribution, metabolism, or excretion properties. Task type varies by dataset: regression for continuous measurements (e.g., permeability, clearance, half-life) or binary classification for categorical outcomes (e.g., BBB penetration, CYP inhibition). Dataset: rlm. (1) The drug is COc1ccc(Nc2ncc(C(=O)Nc3cccc(Cl)c3)c3ccccc23)cc1. The result is 1 (stable in rat liver microsomes). (2) The compound is NC(=O)C1CCN(c2ncc(-c3cccc(F)c3)s2)CC1. The result is 1 (stable in rat liver microsomes). (3) The compound is Cc1cnc(NCCc2ccc3c(c2)CCC3)c(=O)n1CC(=O)NCCON=C(N)N. The result is 1 (stable in rat liver microsomes). (4) The drug is COc1cc2c(cc1OC)CN(CCc1ccc(NC(=O)c3cc(OC)c(OC)cc3NC(=O)c3cnc4ccccc4c3)cc1)CC2. The result is 0 (unstable in rat liver microsomes). (5) The drug is Fc1ccc(Cc2nc3nccc(-c4cccs4)n3n2)cc1. The result is 1 (stable in rat liver microsomes). (6) The drug is Cn1c(O)nc2ccc(-c3ccccc3Cl)c(CN)c21. The result is 0 (unstable in rat liver microsomes). (7) The drug is OC1=C2C(=Nc3ccccc3SC2c2ccco2)c2ccccc21. The result is 1 (stable in rat liver microsomes).